This data is from Forward reaction prediction with 1.9M reactions from USPTO patents (1976-2016). The task is: Predict the product of the given reaction. (1) Given the reactants [Br:1][C:2]1[C:3]([NH:9][C@H:10]([CH3:13])[CH2:11][OH:12])=[N:4][C:5](Cl)=[N:6][CH:7]=1.[NH2:14][C:15]1[CH:16]=[C:17]([S:20]([F:23])(=[O:22])=[O:21])[S:18][CH:19]=1.NC1SC(S(F)(=O)=O)=CC=1.Cl, predict the reaction product. The product is: [Br:1][C:2]1[C:3]([NH:9][CH:10]([CH3:13])[CH2:11][OH:12])=[N:4][C:5]([NH:14][C:15]2[CH:16]=[C:17]([S:20]([F:23])(=[O:22])=[O:21])[S:18][CH:19]=2)=[N:6][CH:7]=1. (2) Given the reactants [CH3:1][N:2]([CH3:15])[CH2:3][CH2:4][O:5][C:6]1[CH:10]=[C:9](C(O)=O)[N:8]([CH3:14])[N:7]=1.C([N:18]([CH2:21]C)CC)C.C1C=CC(P(N=[N+]=[N-])(C2C=CC=CC=2)=[O:30])=CC=1.[CH2:40]([OH:47])[C:41]1[CH:46]=[CH:45][CH:44]=[CH:43][CH:42]=1, predict the reaction product. The product is: [CH3:15][N:2]([CH3:1])[CH2:3][CH2:4][O:5][C:6]1[CH:10]=[C:9]([NH:18][C:21](=[O:30])[O:47][CH2:40][C:41]2[CH:46]=[CH:45][CH:44]=[CH:43][CH:42]=2)[N:8]([CH3:14])[N:7]=1. (3) Given the reactants [F:1][C:2]1[C:11]([CH2:12][C:13]([O:15][CH3:16])=[O:14])=[C:10]2[C:5]([CH:6]=[CH:7][C:8]([O:17][CH3:18])=[N:9]2)=[CH:4][CH:3]=1.C=O.[C:21](=O)([O-])[O-].[K+].[K+].O, predict the reaction product. The product is: [F:1][C:2]1[C:11]([C:12](=[CH2:21])[C:13]([O:15][CH3:16])=[O:14])=[C:10]2[C:5]([CH:6]=[CH:7][C:8]([O:17][CH3:18])=[N:9]2)=[CH:4][CH:3]=1.